This data is from NCI-60 drug combinations with 297,098 pairs across 59 cell lines. The task is: Regression. Given two drug SMILES strings and cell line genomic features, predict the synergy score measuring deviation from expected non-interaction effect. (1) Drug 1: C1=C(C(=O)NC(=O)N1)N(CCCl)CCCl. Drug 2: C1=NC(=NC(=O)N1C2C(C(C(O2)CO)O)O)N. Cell line: 786-0. Synergy scores: CSS=19.6, Synergy_ZIP=-2.93, Synergy_Bliss=-4.90, Synergy_Loewe=-5.69, Synergy_HSA=-5.01. (2) Synergy scores: CSS=-1.07, Synergy_ZIP=-1.15, Synergy_Bliss=-6.22, Synergy_Loewe=-8.98, Synergy_HSA=-8.98. Drug 2: CC12CCC3C(C1CCC2OP(=O)(O)O)CCC4=C3C=CC(=C4)OC(=O)N(CCCl)CCCl.[Na+]. Drug 1: C1CCN(CC1)CCOC2=CC=C(C=C2)C(=O)C3=C(SC4=C3C=CC(=C4)O)C5=CC=C(C=C5)O. Cell line: SK-MEL-2. (3) Drug 1: CC(C1=C(C=CC(=C1Cl)F)Cl)OC2=C(N=CC(=C2)C3=CN(N=C3)C4CCNCC4)N. Drug 2: CN(C)C1=NC(=NC(=N1)N(C)C)N(C)C. Cell line: NCI-H226. Synergy scores: CSS=-2.78, Synergy_ZIP=-0.648, Synergy_Bliss=-2.25, Synergy_Loewe=-10.5, Synergy_HSA=-5.02. (4) Drug 1: CN(C)C1=NC(=NC(=N1)N(C)C)N(C)C. Cell line: HCC-2998. Drug 2: CC1C(C(CC(O1)OC2CC(CC3=C2C(=C4C(=C3O)C(=O)C5=C(C4=O)C(=CC=C5)OC)O)(C(=O)CO)O)N)O.Cl. Synergy scores: CSS=41.5, Synergy_ZIP=-0.393, Synergy_Bliss=-0.997, Synergy_Loewe=-8.32, Synergy_HSA=0.0334.